From a dataset of Forward reaction prediction with 1.9M reactions from USPTO patents (1976-2016). Predict the product of the given reaction. (1) Given the reactants [CH3:1][C:2]1[C:6]([C:7]2[C:8]([O:15]C)=[N:9][C:10]([O:13]C)=[N:11][CH:12]=2)=[CH:5][S:4][N:3]=1.Cl, predict the reaction product. The product is: [CH3:1][C:2]1[C:6]([C:7]2[C:8](=[O:15])[NH:9][C:10](=[O:13])[NH:11][CH:12]=2)=[CH:5][S:4][N:3]=1. (2) Given the reactants [CH2:1]([O:3][C:4]1[CH:27]=[CH:26][CH:25]=[CH:24][C:5]=1[C:6]([N:8]=[C:9]1[N:13]([CH2:14][CH2:15][O:16][CH3:17])[C:12]2(OCC)[CH2:18][O:19][CH2:20][CH:11]2[S:10]1)=[O:7])[CH3:2].O.C1(C)C=CC(S(O)(=O)=[O:36])=CC=1, predict the reaction product. The product is: [C:20]([O-:36])(=[O:19])[CH3:11].[NH4+:8].[CH2:1]([O:3][C:4]1[CH:27]=[CH:26][CH:25]=[CH:24][C:5]=1[C:6]([N:8]=[C:9]1[N:13]([CH2:14][CH2:15][O:16][CH3:17])[C:12]2[CH2:18][O:19][CH2:20][C:11]=2[S:10]1)=[O:7])[CH3:2]. (3) Given the reactants [NH2:1][C:2]1[C:3]2[C:10](I)=[CH:9][N:8]([C@@H:12]3[CH2:15][C@H:14]([CH2:16][N:17]4[CH2:22][CH2:21][N:20]([CH3:23])[C:19](=[O:24])[CH2:18]4)[CH2:13]3)[C:4]=2[N:5]=[CH:6][N:7]=1.[F:25][C:26]1[CH:40]=[CH:39][C:38](B2OC(C)(C)C(C)(C)O2)=[CH:37][C:27]=1[O:28][CH2:29][C:30]12[O:36][CH:33]([CH2:34][CH2:35]1)[CH2:32][CH2:31]2, predict the reaction product. The product is: [NH2:1][C:2]1[C:3]2[C:10]([C:38]3[CH:39]=[CH:40][C:26]([F:25])=[C:27]([O:28][CH2:29][C:30]45[O:36][CH:33]([CH2:32][CH2:31]4)[CH2:34][CH2:35]5)[CH:37]=3)=[CH:9][N:8]([C@@H:12]3[CH2:15][C@H:14]([CH2:16][N:17]4[CH2:22][CH2:21][N:20]([CH3:23])[C:19](=[O:24])[CH2:18]4)[CH2:13]3)[C:4]=2[N:5]=[CH:6][N:7]=1. (4) Given the reactants [I:1][C:2]1[CH:3]=[N:4][C:5]2[C:10]([CH:11]=1)=[CH:9][CH:8]=[CH:7][C:6]=2[N:12]1[CH2:17][CH2:16][NH:15][CH2:14][CH2:13]1.CCN(CC)CC.[C:25](O[C:25]([O:27][C:28]([CH3:31])([CH3:30])[CH3:29])=[O:26])([O:27][C:28]([CH3:31])([CH3:30])[CH3:29])=[O:26], predict the reaction product. The product is: [I:1][C:2]1[CH:3]=[N:4][C:5]2[C:10]([CH:11]=1)=[CH:9][CH:8]=[CH:7][C:6]=2[N:12]1[CH2:17][CH2:16][N:15]([C:25]([O:27][C:28]([CH3:31])([CH3:30])[CH3:29])=[O:26])[CH2:14][CH2:13]1. (5) Given the reactants [OH:1][NH:2][C:3]([C:5]1[CH:10]=[CH:9][C:8]([NH:11][C:12](=[O:29])[CH2:13][CH2:14][CH2:15][C:16]([NH:18][C:19]2[CH:24]=[CH:23][C:22]([C:25](=[NH:28])[NH:26][OH:27])=[CH:21][CH:20]=2)=[O:17])=[CH:7][CH:6]=1)=[NH:4].C(N(CC)CC)C.[C:37](OC(=O)C)(=[O:39])[CH3:38].[CH3:44][C:45](C)=[O:46].CN(C=O)C, predict the reaction product. The product is: [C:37]([O:27][NH:26][C:25]([C:22]1[CH:21]=[CH:20][C:19]([NH:18][C:16](=[O:17])[CH2:15][CH2:14][CH2:13][C:12]([NH:11][C:8]2[CH:7]=[CH:6][C:5]([C:3](=[NH:4])[NH:2][O:1][C:45](=[O:46])[CH3:44])=[CH:10][CH:9]=2)=[O:29])=[CH:24][CH:23]=1)=[NH:28])(=[O:39])[CH3:38]. (6) Given the reactants [F:1][C:2]1[CH:7]=[CH:6][CH:5]=[CH:4][C:3]=1[C:8]1[N:9]([S:17]([C:20]2[CH:21]=[N:22][CH:23]=[CH:24][CH:25]=2)(=[O:19])=[O:18])[CH:10]=[C:11]2[C:15](=O)[CH2:14][CH2:13][C:12]=12.[CH2:26]([NH2:28])[CH3:27].O1CCCC1.[BH4-].[Na+], predict the reaction product. The product is: [CH2:26]([NH:28][CH:15]1[C:11]2[C:12](=[C:8]([C:3]3[CH:4]=[CH:5][CH:6]=[CH:7][C:2]=3[F:1])[N:9]([S:17]([C:20]3[CH:21]=[N:22][CH:23]=[CH:24][CH:25]=3)(=[O:19])=[O:18])[CH:10]=2)[CH2:13][CH2:14]1)[CH3:27]. (7) The product is: [Cl:26][CH2:20][CH2:19][N:18]1[CH:16]2[CH2:15][CH2:14][CH:13]1[CH:12]=[C:11]([C:2]1[CH:3]=[CH:4][C:5]3[C:10](=[CH:9][CH:8]=[CH:7][CH:6]=3)[CH:1]=1)[CH2:17]2. Given the reactants [CH:1]1[C:10]2[C:5](=[CH:6][CH:7]=[CH:8][CH:9]=2)[CH:4]=[CH:3][C:2]=1[C:11]1[CH2:17][CH:16]2[N:18]([CH2:19][CH2:20]O)[CH:13]([CH2:14][CH2:15]2)[CH:12]=1.CS([Cl:26])(=O)=O.CCN(CC)CC.C(Cl)Cl, predict the reaction product. (8) Given the reactants Br[C:2]1[C:10]2[C:5](=[CH:6][CH:7]=[C:8]([C:11]#[N:12])[CH:9]=2)[N:4]([CH:13]2[CH2:18][CH2:17][CH2:16][CH2:15][O:14]2)[N:3]=1.[Cl:19][C:20]1[CH:25]=[CH:24][C:23](B(O)O)=[CH:22][CH:21]=1.ClCCl.P([O-])([O-])([O-])=O.[K+].[K+].[K+], predict the reaction product. The product is: [Cl:19][C:20]1[CH:25]=[CH:24][C:23]([C:2]2[C:10]3[C:5](=[CH:6][CH:7]=[C:8]([C:11]#[N:12])[CH:9]=3)[N:4]([CH:13]3[CH2:18][CH2:17][CH2:16][CH2:15][O:14]3)[N:3]=2)=[CH:22][CH:21]=1. (9) Given the reactants C([N:8]1[CH:13]2[CH2:14][CH2:15][CH:9]1[CH2:10][C:11]([C:17]1[CH:26]=[CH:25][C:24]3[C:19](=[CH:20][CH:21]=[CH:22][CH:23]=3)[CH:18]=1)([OH:16])[CH2:12]2)C1C=CC=CC=1.C([O-])=O.[NH4+], predict the reaction product. The product is: [CH:18]1[C:19]2[C:24](=[CH:23][CH:22]=[CH:21][CH:20]=2)[CH:25]=[CH:26][C:17]=1[C:11]1([OH:16])[CH2:12][CH:13]2[NH:8][CH:9]([CH2:15][CH2:14]2)[CH2:10]1. (10) Given the reactants [CH3:1][C:2]1([CH:5]=O)[CH2:4][CH2:3]1.[CH3:7][O:8][C:9](=[O:13])[CH:10](Cl)Cl.[Na].[NH2:15][C:16]([NH2:18])=[S:17], predict the reaction product. The product is: [CH3:7][O:8][C:9]([C:10]1[N:15]=[C:16]([NH2:18])[S:17][C:5]=1[C:2]1([CH3:1])[CH2:3][CH2:4]1)=[O:13].